From a dataset of Reaction yield outcomes from USPTO patents with 853,638 reactions. Predict the reaction yield, written as a fraction of the theoretical maximum amount of product (1.0 means a 100% yield; for example, 0.34 means a 34% yield). (1) The reactants are [H-].[Na+].[C:3]([C:5]1[CH:6]=[C:7]([NH:11][C:12](=[O:18])[O:13][C:14]([CH3:17])([CH3:16])[CH3:15])[CH:8]=[CH:9][CH:10]=1)#[CH:4].I[CH3:20].O. The catalyst is C1COCC1. The product is [CH3:20][N:11]([C:7]1[CH:8]=[CH:9][CH:10]=[C:5]([C:3]#[CH:4])[CH:6]=1)[C:12](=[O:18])[O:13][C:14]([CH3:15])([CH3:17])[CH3:16]. The yield is 0.840. (2) The reactants are [CH3:1][NH2:2].Br[CH2:4][C:5]1[CH:15]=[CH:14][CH:13]=[C:12]([O:16][CH3:17])[C:6]=1[C:7](OCC)=[O:8]. The catalyst is CO. The product is [CH3:17][O:16][C:12]1[CH:13]=[CH:14][CH:15]=[C:5]2[C:6]=1[C:7](=[O:8])[N:2]([CH3:1])[CH2:4]2. The yield is 0.470. (3) The reactants are O=[C:2]([CH2:10][CH2:11][C:12](=O)[C:13]1[CH:18]=[CH:17][C:16]([N:19]2[CH2:23][CH2:22][O:21][C:20]2=[O:24])=[CH:15][CH:14]=1)[CH2:3][CH2:4][C:5]([O:7][CH2:8][CH3:9])=[O:6].[NH2:26][C:27]1[CH:35]=[CH:34][C:30]([C:31]([NH2:33])=[O:32])=[CH:29][C:28]=1[CH3:36]. The catalyst is CCO.C(S([O-])(=O)=O)(F)(F)F.C(S([O-])(=O)=O)(F)(F)F.[Zn+2]. The product is [C:31]([C:30]1[CH:34]=[CH:35][C:27]([N:26]2[C:12]([C:13]3[CH:18]=[CH:17][C:16]([N:19]4[CH2:23][CH2:22][O:21][C:20]4=[O:24])=[CH:15][CH:14]=3)=[CH:11][CH:10]=[C:2]2[CH2:3][CH2:4][C:5]([O:7][CH2:8][CH3:9])=[O:6])=[C:28]([CH3:36])[CH:29]=1)(=[O:32])[NH2:33]. The yield is 0.390. (4) The reactants are [CH3:1][O:2][C:3]1[CH:8]=[CH:7][CH:6]=[C:5]([CH2:9][OH:10])[C:4]=1[CH2:11][OH:12].N1C=CN=C1.[C:18]([Si:22](Cl)([CH3:24])[CH3:23])([CH3:21])([CH3:20])[CH3:19].O. The catalyst is O1CCCC1. The product is [Si:22]([O:10][CH2:9][C:5]1[CH:6]=[CH:7][CH:8]=[C:3]([O:2][CH3:1])[C:4]=1[CH2:11][OH:12])([C:18]([CH3:21])([CH3:20])[CH3:19])([CH3:24])[CH3:23]. The yield is 0.530. (5) The reactants are [F-].C([N+](CCCC)(CCCC)CCCC)CCC.[N:19]1[CH:24]=[CH:23][C:22]([C:25]2[CH:32]=[CH:31][CH:30]=[CH:29][C:26]=2[CH:27]=[O:28])=[CH:21][CH:20]=1.[F:33][C:34]([Si](C)(C)C)([F:36])[F:35].Cl. The catalyst is C1COCC1. The product is [F:33][C:34]([F:36])([F:35])[CH:27]([C:26]1[CH:29]=[CH:30][CH:31]=[CH:32][C:25]=1[C:22]1[CH:23]=[CH:24][N:19]=[CH:20][CH:21]=1)[OH:28]. The yield is 0.430. (6) The reactants are [O:1]1[CH2:6][CH2:5][CH2:4][CH2:3][CH:2]1[O:7][C:8]1[CH:9]=[C:10]([CH:13]=[CH:14][CH:15]=1)[CH:11]=O.Cl.[NH2:17][CH2:18][C:19]([O:21][CH2:22][CH3:23])=[O:20].CCN(CC)CC.[BH4-].[Na+]. The catalyst is C(O)C. The product is [O:1]1[CH2:6][CH2:5][CH2:4][CH2:3][CH:2]1[O:7][C:8]1[CH:9]=[C:10]([CH:13]=[CH:14][CH:15]=1)[CH2:11][NH:17][CH2:18][C:19]([O:21][CH2:22][CH3:23])=[O:20]. The yield is 0.960. (7) The reactants are [CH2:1]([O:8][N:9]1[C:15](=[O:16])[N:14]2[CH2:17][C@H:10]1[CH2:11][CH2:12][C@H:13]2[C:18]([OH:20])=O)[C:2]1[CH:7]=[CH:6][CH:5]=[CH:4][CH:3]=1.[NH2:21][O:22][CH:23]1[CH2:29][CH:28]2[N:30]([C:31]([O:33][C:34]([CH3:37])([CH3:36])[CH3:35])=[O:32])[CH:25]([CH2:26][CH2:27]2)[CH2:24]1.ON1C2C=CC=CC=2N=N1.Cl.C(N=C=NCCCN(C)C)C. The catalyst is C(Cl)Cl. The product is [CH2:1]([O:8][N:9]1[C:15](=[O:16])[N:14]2[CH2:17][C@H:10]1[CH2:11][CH2:12][C@H:13]2[C:18]([NH:21][O:22][CH:23]1[CH2:24][CH:25]2[N:30]([C:31]([O:33][C:34]([CH3:37])([CH3:36])[CH3:35])=[O:32])[CH:28]([CH2:27][CH2:26]2)[CH2:29]1)=[O:20])[C:2]1[CH:3]=[CH:4][CH:5]=[CH:6][CH:7]=1. The yield is 0.960.